From a dataset of Peptide-MHC class I binding affinity with 185,985 pairs from IEDB/IMGT. Regression. Given a peptide amino acid sequence and an MHC pseudo amino acid sequence, predict their binding affinity value. This is MHC class I binding data. (1) The peptide sequence is CWCNSTSTW. The MHC is HLA-A23:01 with pseudo-sequence HLA-A23:01. The binding affinity (normalized) is 0.362. (2) The binding affinity (normalized) is 0.745. The peptide sequence is RTWAYHGSY. The MHC is HLA-B57:01 with pseudo-sequence HLA-B57:01.